Task: Predict the product of the given reaction.. Dataset: Forward reaction prediction with 1.9M reactions from USPTO patents (1976-2016) (1) Given the reactants [CH3:1][O:2][C:3]1[C:4]2[C:15]([C:16]3[CH:21]=[CH:20][CH:19]=[CH:18][CH:17]=3)=[C:14]([C:22]3[CH:27]=[CH:26][C:25]([C:28]4([NH:32]C(=O)OC(C)(C)C)[CH2:31][CH2:30][CH2:29]4)=[CH:24][CH:23]=3)[O:13][C:5]=2[N:6]=[C:7](S(C)(=O)=O)[N:8]=1.[OH:40][CH:41]1[CH2:46][CH2:45][NH:44][CH2:43][CH2:42]1, predict the reaction product. The product is: [NH2:32][C:28]1([C:25]2[CH:24]=[CH:23][C:22]([C:14]3[O:13][C:5]4[N:6]=[C:7]([N:44]5[CH2:45][CH2:46][CH:41]([OH:40])[CH2:42][CH2:43]5)[N:8]=[C:3]([O:2][CH3:1])[C:4]=4[C:15]=3[C:16]3[CH:21]=[CH:20][CH:19]=[CH:18][CH:17]=3)=[CH:27][CH:26]=2)[CH2:29][CH2:30][CH2:31]1. (2) Given the reactants [CH:1]12[CH2:25][CH2:24][CH:4]([C:5]([C:7]3[N:12]=[C:11]4[N:13]([CH3:23])[C:14](=[O:22])[N:15]([CH2:16][CH:17]5[CH2:19][C:18]5(F)F)[C:10]4=[CH:9][CH:8]=3)=[CH:6]1)[CH2:3][NH:2]2.[O:26]1[CH:30]=[CH:29][C:28]([C:31]([OH:33])=O)=[N:27]1.[CH3:34]CN(C(C)C)C(C)C.CN(C(ON1N=NC2C=CC=NC1=2)=[N+](C)C)C.F[P-](F)(F)(F)(F)F, predict the reaction product. The product is: [CH3:34][C:17]([CH3:18])([CH3:19])[CH2:16][N:15]1[C:10]2[C:11](=[N:12][C:7]([C:5]3[CH:4]4[CH2:24][CH2:25][CH:1]([CH:6]=3)[N:2]([C:31]([C:28]3[CH:29]=[CH:30][O:26][N:27]=3)=[O:33])[CH2:3]4)=[CH:8][CH:9]=2)[N:13]([CH3:23])[C:14]1=[O:22]. (3) Given the reactants [C:1]1([CH:7]([C:25]2[CH:30]=[CH:29][CH:28]=[CH:27][CH:26]=2)[C:8]([O:10][CH2:11][CH:12]2[CH2:17][CH2:16][N:15]([C:18]([O:20][C:21]([CH3:24])([CH3:23])[CH3:22])=[O:19])[CH2:14][CH2:13]2)=[O:9])[CH:6]=[CH:5][CH:4]=[CH:3][CH:2]=1.C[Si](C)(C)[N-][Si](C)(C)C.[Li+].[CH2:41]=[O:42], predict the reaction product. The product is: [OH:42][CH2:41][C:7]([C:1]1[CH:2]=[CH:3][CH:4]=[CH:5][CH:6]=1)([C:25]1[CH:26]=[CH:27][CH:28]=[CH:29][CH:30]=1)[C:8]([O:10][CH2:11][CH:12]1[CH2:17][CH2:16][N:15]([C:18]([O:20][C:21]([CH3:24])([CH3:23])[CH3:22])=[O:19])[CH2:14][CH2:13]1)=[O:9].